From a dataset of Reaction yield outcomes from USPTO patents with 853,638 reactions. Predict the reaction yield, written as a fraction of the theoretical maximum amount of product (1.0 means a 100% yield; for example, 0.34 means a 34% yield). (1) The catalyst is C1COCC1. The reactants are I[C:2]1[CH:7]=[CH:6][N:5]=[CH:4][CH:3]=1.C([Li])(C)(C)C.[Br:13][C:14]1[CH:15]=[C:16]([C:21]([C:29]2[CH:34]=[CH:33][CH:32]=[C:31]([F:35])[C:30]=2[C:36]#[N:37])=[N:22]S(C(C)(C)C)=O)[CH:17]=[CH:18][C:19]=1[F:20].Cl. The yield is 0.0900. The product is [Br:13][C:14]1[CH:15]=[C:16]([C:21]2([C:2]3[CH:7]=[CH:6][N:5]=[CH:4][CH:3]=3)[C:29]3[C:30](=[C:31]([F:35])[CH:32]=[CH:33][CH:34]=3)[C:36]([NH2:37])=[N:22]2)[CH:17]=[CH:18][C:19]=1[F:20]. (2) The reactants are Br[C:2]1[CH:3]=[CH:4][C:5]2[C:6]([CH:10]=1)=[N:7][S:8][N:9]=2.[C:11]([Cu])#[N:12]. The catalyst is CN(C=O)C.Cl.O. The product is [C:11]([C:2]1[CH:3]=[CH:4][C:5]2=[N:9][S:8][N:7]=[C:6]2[CH:10]=1)#[N:12]. The yield is 0.650. (3) The reactants are [CH3:1][Mg]Cl.[Cl:4][C:5]1[N:13]=[C:12]([Cl:14])[CH:11]=[CH:10][C:6]=1C(O)=O.C([O:17][CH3:18])=O.Cl. The catalyst is C1COCC1. The product is [Cl:14][C:12]1[CH:11]=[C:10]([C:18](=[O:17])[CH3:1])[CH:6]=[C:5]([Cl:4])[N:13]=1. The yield is 0.830. (4) The reactants are [OH:1][C:2]1[CH:7]=[C:6]([O:8][CH2:9][CH2:10][O:11][CH3:12])[CH:5]=[CH:4][C:3]=1[C:13](=[O:15])[CH3:14].C(=O)([O-])[O-].[K+].[K+].[CH2:22](Br)[C:23]1[CH:28]=[CH:27][CH:26]=[CH:25][CH:24]=1.[Cl-].[NH4+]. The catalyst is CN(C)C=O. The product is [CH2:22]([O:1][C:2]1[CH:7]=[C:6]([O:8][CH2:9][CH2:10][O:11][CH3:12])[CH:5]=[CH:4][C:3]=1[C:13](=[O:15])[CH3:14])[C:23]1[CH:28]=[CH:27][CH:26]=[CH:25][CH:24]=1. The yield is 0.970. (5) The reactants are [CH3:1][C:2]([C:5]1[CH:10]=[CH:9][C:8]([C:11]2[N:12]=[C:13]([NH2:22])[S:14][C:15]=2[C:16]2[CH:21]=[CH:20][N:19]=[CH:18][CH:17]=2)=[CH:7][CH:6]=1)([CH3:4])[CH3:3].Cl.[C:24](Cl)(=[O:31])[C:25]1[CH:30]=[CH:29][CH:28]=[N:27][CH:26]=1.C(=O)([O-])O.[Na+]. The catalyst is CN(C)C1C=CN=CC=1.CN(C)C(=O)C. The product is [CH3:4][C:2]([C:5]1[CH:10]=[CH:9][C:8]([C:11]2[N:12]=[C:13]([NH:22][C:24](=[O:31])[C:25]3[CH:30]=[CH:29][CH:28]=[N:27][CH:26]=3)[S:14][C:15]=2[C:16]2[CH:17]=[CH:18][N:19]=[CH:20][CH:21]=2)=[CH:7][CH:6]=1)([CH3:1])[CH3:3]. The yield is 0.730. (6) The reactants are [CH2:1]([O:3][C:4](=[O:9])[C:5](=O)[CH2:6]Br)[CH3:2].[S:10]([N:20]1[C:28]2[C:23](=[N:24][C:25]([NH2:29])=[CH:26][N:27]=2)[CH:22]=[CH:21]1)([C:13]1[CH:19]=[CH:18][C:16]([CH3:17])=[CH:15][CH:14]=1)(=[O:12])=[O:11].O1CCOCC1. The catalyst is CC#N. The product is [S:10]([N:20]1[C:28]2[N:27]=[CH:26][C:25]3[N:24]([CH:6]=[C:5]([C:4]([O:3][CH2:1][CH3:2])=[O:9])[N:29]=3)[C:23]=2[CH:22]=[CH:21]1)([C:13]1[CH:14]=[CH:15][C:16]([CH3:17])=[CH:18][CH:19]=1)(=[O:11])=[O:12]. The yield is 0.750. (7) The reactants are [Br:1][C:2]1[CH:21]=[CH:20][C:5]([O:6][CH2:7][CH:8]2[CH2:13][CH2:12][N:11]([CH2:14][C:15]3(O)[CH2:18][CH2:17][CH2:16]3)[CH2:10][CH2:9]2)=[CH:4][CH:3]=1.CCN(S(F)(F)[F:28])CC.C([O-])(O)=O.[Na+]. The catalyst is C(Cl)Cl. The product is [Br:1][C:2]1[CH:21]=[CH:20][C:5]([O:6][CH2:7][CH:8]2[CH2:13][CH2:12][N:11]([CH2:14][C:15]3([F:28])[CH2:18][CH2:17][CH2:16]3)[CH2:10][CH2:9]2)=[CH:4][CH:3]=1. The yield is 0.380. (8) The reactants are C([O:3][C:4](=[O:44])[CH2:5][N:6]([S:32]([N:35]1[C:43]2[C:38](=[CH:39][CH:40]=[CH:41][CH:42]=2)[CH2:37][CH2:36]1)(=[O:34])=[O:33])[CH2:7][C:8]1[CH:13]=[CH:12][C:11]([O:14][CH2:15][C:16]2[N:17]=[C:18]([C:22]3[CH:27]=[CH:26][C:25]([C:28]([F:31])([F:30])[F:29])=[CH:24][CH:23]=3)[O:19][C:20]=2[CH3:21])=[CH:10][CH:9]=1)C.O.[OH-].[Li+]. No catalyst specified. The product is [N:35]1([S:32]([N:6]([CH2:5][C:4]([OH:44])=[O:3])[CH2:7][C:8]2[CH:13]=[CH:12][C:11]([O:14][CH2:15][C:16]3[N:17]=[C:18]([C:22]4[CH:23]=[CH:24][C:25]([C:28]([F:29])([F:30])[F:31])=[CH:26][CH:27]=4)[O:19][C:20]=3[CH3:21])=[CH:10][CH:9]=2)(=[O:34])=[O:33])[C:43]2[C:38](=[CH:39][CH:40]=[CH:41][CH:42]=2)[CH2:37][CH2:36]1. The yield is 0.990. (9) The reactants are Cl[C:2]1[C:11]([CH:12]2[O:16][CH2:15][CH2:14][O:13]2)=[CH:10][C:9]2[C:4](=[CH:5][CH:6]=[C:7]([O:17][CH3:18])[CH:8]=2)[N:3]=1.[CH2:19]([Mg]Cl)[CH2:20][CH2:21][CH3:22]. The catalyst is C1COCC1. The product is [CH2:19]([C:2]1[C:11]([CH:12]2[O:16][CH2:15][CH2:14][O:13]2)=[CH:10][C:9]2[C:4](=[CH:5][CH:6]=[C:7]([O:17][CH3:18])[CH:8]=2)[N:3]=1)[CH2:20][CH2:21][CH3:22]. The yield is 0.570.